This data is from Peptide-MHC class II binding affinity with 134,281 pairs from IEDB. The task is: Regression. Given a peptide amino acid sequence and an MHC pseudo amino acid sequence, predict their binding affinity value. This is MHC class II binding data. (1) The peptide sequence is LTRILTIPQSLDSWW. The MHC is DRB1_1101 with pseudo-sequence DRB1_1101. The binding affinity (normalized) is 0.105. (2) The peptide sequence is MYMWLGARYLEFEAL. The MHC is DRB1_0301 with pseudo-sequence DRB1_0301. The binding affinity (normalized) is 0.439. (3) The peptide sequence is EKKYFANTQFEPLAA. The MHC is HLA-DPA10201-DPB10101 with pseudo-sequence HLA-DPA10201-DPB10101. The binding affinity (normalized) is 0.996. (4) The peptide sequence is GCIHMARSLANEWRD. The MHC is DRB1_1302 with pseudo-sequence DRB1_1302. The binding affinity (normalized) is 0.598. (5) The peptide sequence is GCGSCFEIKCTKPEA. The MHC is DRB1_1101 with pseudo-sequence DRB1_1101. The binding affinity (normalized) is 0.353.